From a dataset of Catalyst prediction with 721,799 reactions and 888 catalyst types from USPTO. Predict which catalyst facilitates the given reaction. (1) Reactant: [Br:1][C:2]1[CH:6]=[C:5]([N:7]2[CH2:12][CH2:11][CH2:10][CH2:9][CH:8]2[CH2:13][O:14][Si](C(C)(C)C)(C)C)[S:4][C:3]=1[CH:22]=[O:23].Cl.O1CCOCC1. Product: [Br:1][C:2]1[CH:6]=[C:5]([N:7]2[CH2:12][CH2:11][CH2:10][CH2:9][CH:8]2[CH2:13][OH:14])[S:4][C:3]=1[CH:22]=[O:23]. The catalyst class is: 12. (2) Reactant: [O:1]=[C:2]1[NH:7][C:6]2[CH:8]=[C:9]([C:11]3[CH:16]=[CH:15][CH:14]=[CH:13][CH:12]=3)[S:10][C:5]=2[C:4](=[O:17])[N:3]1[CH:18]1[CH2:23][CH2:22][N:21]([C:24]([O:26][C:27]([CH3:30])([CH3:29])[CH3:28])=[O:25])[CH2:20][CH2:19]1.Cl[CH2:32][C:33]1[O:34][CH:35]=[C:36]([CH2:38][CH3:39])[N:37]=1.C(=O)([O-])[O-].[K+].[K+]. Product: [CH2:38]([C:36]1[N:37]=[C:33]([CH2:32][N:7]2[C:6]3[CH:8]=[C:9]([C:11]4[CH:16]=[CH:15][CH:14]=[CH:13][CH:12]=4)[S:10][C:5]=3[C:4](=[O:17])[N:3]([CH:18]3[CH2:23][CH2:22][N:21]([C:24]([O:26][C:27]([CH3:30])([CH3:29])[CH3:28])=[O:25])[CH2:20][CH2:19]3)[C:2]2=[O:1])[O:34][CH:35]=1)[CH3:39]. The catalyst class is: 3. (3) Reactant: [Cl:1][C:2]1[CH:3]=[C:4]([CH3:16])[CH:5]=[CH:6][C:7]=1[N:8]1[CH2:13][CH2:12][CH2:11][CH2:10][S:9]1(=[O:15])=[O:14].[Mn]([O-])(=O)(=O)=[O:18].[K+].[OH-:23].[Na+].S([O-])([O-])(=O)=S.[Na+].[Na+]. Product: [Cl:1][C:2]1[CH:3]=[C:4]([CH:5]=[CH:6][C:7]=1[N:8]1[CH2:13][CH2:12][CH2:11][CH2:10][S:9]1(=[O:15])=[O:14])[C:16]([OH:18])=[O:23]. The catalyst class is: 6. (4) Reactant: [CH2:1]([N:3]([CH2:15][C:16]1[CH:21]=[CH:20][CH:19]=[CH:18][C:17]=1[F:22])[C:4](=[O:14])[CH2:5][CH2:6][C:7]1[CH:12]=[CH:11][C:10]([OH:13])=[CH:9][CH:8]=1)[CH3:2].Br[CH2:24][C:25]1[CH:34]=[CH:33][CH:32]=[CH:31][C:26]=1[C:27]([O:29][CH3:30])=[O:28].C(=O)([O-])[O-].[K+].[K+].C(O)C(N)(CO)CO. Product: [CH2:1]([N:3]([CH2:15][C:16]1[CH:21]=[CH:20][CH:19]=[CH:18][C:17]=1[F:22])[C:4](=[O:14])[CH2:5][CH2:6][C:7]1[CH:12]=[CH:11][C:10]([O:13][CH2:24][C:25]2[CH:34]=[CH:33][CH:32]=[CH:31][C:26]=2[C:27]([O:29][CH3:30])=[O:28])=[CH:9][CH:8]=1)[CH3:2]. The catalyst class is: 10. (5) Reactant: Cl[C:2]([O:4][CH2:5][CH3:6])=[O:3].[OH:7][CH2:8][C:9]1[CH:22]=[CH:21][C:20]2[C:19](=[O:23])[C:18]3[C:13](=[CH:14][CH:15]=[CH:16][CH:17]=3)[C:12](=[O:24])[C:11]=2[CH:10]=1.C(OCC)(=O)C.CCCCCCC. Product: [C:2](=[O:3])([O:4][CH2:5][CH3:6])[O:7][CH2:8][C:9]1[CH:22]=[CH:21][C:20]2[C:19](=[O:23])[C:18]3[C:13](=[CH:14][CH:15]=[CH:16][CH:17]=3)[C:12](=[O:24])[C:11]=2[CH:10]=1. The catalyst class is: 166. (6) Reactant: [CH3:1][O:2][C:3]1[CH:11]=[CH:10][C:6]([C:7]([NH2:9])=[O:8])=[CH:5][C:4]=1[S:12](=[O:15])(=[O:14])[NH2:13].CS(O[CH2:21][CH2:22][C:23]1[CH:28]=[CH:27][C:26]([N:29]2[CH2:33][CH2:32][O:31][C:30]2=[O:34])=[CH:25][CH:24]=1)(=O)=O.C(=O)([O-])[O-].[Cs+].[Cs+].O. Product: [CH3:1][O:2][C:3]1[CH:11]=[CH:10][C:6]([C:7]([NH2:9])=[O:8])=[CH:5][C:4]=1[S:12](=[O:15])(=[O:14])[NH:13][CH2:21][CH2:22][C:23]1[CH:24]=[CH:25][C:26]([N:29]2[CH2:33][CH2:32][O:31][C:30]2=[O:34])=[CH:27][CH:28]=1. The catalyst class is: 9.